This data is from Blood-brain barrier permeability regression values from the B3DB database. The task is: Regression/Classification. Given a drug SMILES string, predict its absorption, distribution, metabolism, or excretion properties. Task type varies by dataset: regression for continuous measurements (e.g., permeability, clearance, half-life) or binary classification for categorical outcomes (e.g., BBB penetration, CYP inhibition). For this dataset (b3db_regression), we predict Y. The compound is CC1C2=C(C=CC=C2Cl)NC(=N1)N. The Y is -0.700 log(BB ratio).